From a dataset of Peptide-MHC class II binding affinity with 134,281 pairs from IEDB. Regression. Given a peptide amino acid sequence and an MHC pseudo amino acid sequence, predict their binding affinity value. This is MHC class II binding data. The peptide sequence is LDVVKLLYNEQFAVQ. The MHC is DRB1_0301 with pseudo-sequence DRB1_0301. The binding affinity (normalized) is 0.473.